This data is from NCI-60 drug combinations with 297,098 pairs across 59 cell lines. The task is: Regression. Given two drug SMILES strings and cell line genomic features, predict the synergy score measuring deviation from expected non-interaction effect. (1) Drug 1: CC1=C(C=C(C=C1)NC2=NC=CC(=N2)N(C)C3=CC4=NN(C(=C4C=C3)C)C)S(=O)(=O)N.Cl. Drug 2: C1=NC(=NC(=O)N1C2C(C(C(O2)CO)O)O)N. Cell line: OVCAR3. Synergy scores: CSS=7.63, Synergy_ZIP=-0.606, Synergy_Bliss=1.25, Synergy_Loewe=-6.28, Synergy_HSA=-0.0184. (2) Drug 1: CN(C)C(=N)N=C(N)N. Drug 2: CC1=C(C(=CC=C1)Cl)NC(=O)C2=CN=C(S2)NC3=CC(=NC(=N3)C)N4CCN(CC4)CCO. Cell line: NCI-H460. Synergy scores: CSS=6.06, Synergy_ZIP=-2.85, Synergy_Bliss=-3.52, Synergy_Loewe=-0.671, Synergy_HSA=-0.655.